From a dataset of Forward reaction prediction with 1.9M reactions from USPTO patents (1976-2016). Predict the product of the given reaction. The product is: [Cl:25][C:19]1[CH:20]=[C:21]([Cl:24])[CH:22]=[CH:23][C:18]=1[CH:17]1[CH:16]([C:26]([O:28][CH2:29][CH3:30])=[O:27])[C:15]2[C:10](=[CH:11][CH:12]=[CH:13][CH:14]=2)[C:9](=[O:31])[N:8]1[CH:3]1[CH2:4][CH2:5][CH2:6][CH2:7][CH:2]1[NH:1][S:33]([CH3:32])(=[O:35])=[O:34]. Given the reactants [NH2:1][CH:2]1[CH2:7][CH2:6][CH2:5][CH2:4][CH:3]1[N:8]1[CH:17]([C:18]2[CH:23]=[CH:22][C:21]([Cl:24])=[CH:20][C:19]=2[Cl:25])[CH:16]([C:26]([O:28][CH2:29][CH3:30])=[O:27])[C:15]2[C:10](=[CH:11][CH:12]=[CH:13][CH:14]=2)[C:9]1=[O:31].[CH3:32][S:33](Cl)(=[O:35])=[O:34].C(N(C(C)C)CC)(C)C.C(OCC)(=O)C, predict the reaction product.